From a dataset of Retrosynthesis with 50K atom-mapped reactions and 10 reaction types from USPTO. Predict the reactants needed to synthesize the given product. (1) Given the product CN1C(=O)N(Cc2cccc(C(F)(F)F)c2)CC1CCOc1ccc(CC(C)(Oc2ccccc2)C(=O)O)cc1, predict the reactants needed to synthesize it. The reactants are: CCOC(=O)C(C)(Cc1ccc(OCCC2CN(Cc3cccc(C(F)(F)F)c3)C(=O)N2C)cc1)Oc1ccccc1. (2) Given the product COC(=O)c1cccc2c1OCC2, predict the reactants needed to synthesize it. The reactants are: CO.O=C(O)c1cccc2c1OCC2. (3) Given the product CCOC(=O)COc1c(C(=O)OC)sc2cc(-c3ccccc3OC)ccc12, predict the reactants needed to synthesize it. The reactants are: CCOC(=O)COc1c(C(=O)OC)sc2cc(Br)ccc12.COc1ccccc1B(O)O. (4) Given the product CCOC(=O)Cn1nnc(-c2cnc(N3CC4CNCC4C3)s2)n1, predict the reactants needed to synthesize it. The reactants are: CCOC(=O)Cn1nnc(-c2cnc(N3CC4CN(C(=O)OC(C)(C)C)CC4C3)s2)n1. (5) Given the product COCCN(C)c1n[nH]c2ccc(C=O)cc12, predict the reactants needed to synthesize it. The reactants are: COCCN(C)c1n[nH]c2ccc(C3OCCCO3)cc12.